From a dataset of Forward reaction prediction with 1.9M reactions from USPTO patents (1976-2016). Predict the product of the given reaction. (1) Given the reactants Cl[CH2:2][C:3]([NH:5][C:6]1[CH:26]=[CH:25][C:9]2[N:10]=[C:11]([NH:14][CH:15]3[C:19]4[CH:20]=[CH:21][C:22]([F:24])=[CH:23][C:18]=4[O:17][CH2:16]3)[O:12][CH2:13][C:8]=2[CH:7]=1)=[O:4].[NH:27]1[CH2:32][CH2:31][O:30][CH2:29][CH2:28]1, predict the reaction product. The product is: [F:24][C:22]1[CH:21]=[CH:20][C:19]2[CH:15]([NH:14][C:11]3[O:12][CH2:13][C:8]4[CH:7]=[C:6]([NH:5][C:3](=[O:4])[CH2:2][N:27]5[CH2:32][CH2:31][O:30][CH2:29][CH2:28]5)[CH:26]=[CH:25][C:9]=4[N:10]=3)[CH2:16][O:17][C:18]=2[CH:23]=1. (2) Given the reactants [OH:1][CH:2]1[CH2:7][CH2:6][N:5]([CH:8]([C:14]2[CH:19]=[CH:18][CH:17]=[CH:16][CH:15]=2)[C:9]([O:11]CC)=[O:10])[CH2:4][CH2:3]1.[ClH:20], predict the reaction product. The product is: [ClH:20].[OH:1][CH:2]1[CH2:3][CH2:4][N:5]([CH:8]([C:14]2[CH:19]=[CH:18][CH:17]=[CH:16][CH:15]=2)[C:9]([OH:11])=[O:10])[CH2:6][CH2:7]1.